This data is from Full USPTO retrosynthesis dataset with 1.9M reactions from patents (1976-2016). The task is: Predict the reactants needed to synthesize the given product. (1) Given the product [CH2:1]([N:3]1[CH2:8][C:7]([CH3:9])([CH3:10])[O:6][C:5](=[O:11])[CH:4]1[CH2:12][C:13]([N:53]1[CH2:54][CH2:55][N:50]([CH3:49])[CH2:51][CH2:52]1)=[O:15])[CH3:2], predict the reactants needed to synthesize it. The reactants are: [CH2:1]([N:3]1[CH2:8][C:7]([CH3:10])([CH3:9])[O:6][C:5](=[O:11])[CH:4]1[CH2:12][C:13]([OH:15])=O)[CH3:2].C(N(C(C)C)CC)(C)C.CN(C(ON1N=NC2C=CC=NC1=2)=[N+](C)C)C.F[P-](F)(F)(F)(F)F.[CH3:49][N:50]1[CH2:55][CH2:54][NH:53][CH2:52][CH2:51]1. (2) Given the product [F:5][C:6]([F:27])([F:28])[C:7]1[CH:12]=[C:11]([C:13]([F:16])([F:14])[F:15])[CH:10]=[CH:9][C:8]=1[NH:17][C:18](=[O:26])[C:19]1[CH:24]=[CH:23][CH:22]=[C:21]([N:25]=[C:1]=[O:2])[CH:20]=1, predict the reactants needed to synthesize it. The reactants are: [C:1](Cl)(Cl)=[O:2].[F:5][C:6]([F:28])([F:27])[C:7]1[CH:12]=[C:11]([C:13]([F:16])([F:15])[F:14])[CH:10]=[CH:9][C:8]=1[NH:17][C:18](=[O:26])[C:19]1[CH:24]=[CH:23][CH:22]=[C:21]([NH2:25])[CH:20]=1.FC(F)(F)C1C=C(C(F)(F)F)C=CC=1N. (3) Given the product [C:14]([O:9][C:7](=[O:8])[C:6]1([CH3:20])[CH:10]=[CH:11][CH:12]=[C:4]([N+:1]([O-:3])=[O:2])[CH2:5]1)([CH3:17])([CH3:16])[CH3:15], predict the reactants needed to synthesize it. The reactants are: [N+:1]([C:4]1[CH:5]=[C:6]([CH:10]=[CH:11][C:12]=1C)[C:7]([OH:9])=[O:8])([O-:3])=[O:2].[C:14](O)([CH3:17])([CH3:16])[CH3:15].Cl.[CH3:20]N(C)CCCN=C=NCC.C(OCC)(=O)C. (4) Given the product [Br:18][C:5]1[S:1][C:2]([CH2:6][C:7]([O:9][CH3:10])=[O:8])=[CH:3][CH:4]=1, predict the reactants needed to synthesize it. The reactants are: [S:1]1[CH:5]=[CH:4][CH:3]=[C:2]1[CH2:6][C:7]([O:9][CH3:10])=[O:8].C1C(=O)N([Br:18])C(=O)C1. (5) Given the product [Cl:9][C:10]1[CH:18]=[CH:17][CH:16]=[CH:15][C:11]=1[C:12]([C:24]1[N:20]([CH3:19])[C:21]([CH2:25][C:26]#[N:27])=[CH:22][CH:23]=1)=[O:13], predict the reactants needed to synthesize it. The reactants are: [Cl-].[Al+3].[Cl-].[Cl-].ClC(Cl)C.[Cl:9][C:10]1[CH:18]=[CH:17][CH:16]=[CH:15][C:11]=1[C:12](Cl)=[O:13].[CH3:19][N:20]1[CH:24]=[CH:23][CH:22]=[C:21]1[CH2:25][C:26]#[N:27].Cl. (6) The reactants are: [C:1](O)(=O)C.Cl.[C:6]1([C@@H:12]2[CH2:14][C@H:13]2[N:15]([CH2:22][C:23]2([CH2:29][C:30]3[CH:31]=[C:32]([CH:37]=[CH:38][CH:39]=3)[C:33]([O:35][CH3:36])=[O:34])[CH2:28][CH2:27][NH:26][CH2:25][CH2:24]2)[C:16](=[O:21])[C:17]([F:20])([F:19])[F:18])[CH:11]=[CH:10][CH:9]=[CH:8][CH:7]=1.C=O.C(O[BH-](OC(=O)C)OC(=O)C)(=O)C.[Na+]. Given the product [CH3:1][N:26]1[CH2:27][CH2:28][C:23]([CH2:29][C:30]2[CH:31]=[C:32]([CH:37]=[CH:38][CH:39]=2)[C:33]([O:35][CH3:36])=[O:34])([CH2:22][N:15]([C@@H:13]2[CH2:14][C@H:12]2[C:6]2[CH:11]=[CH:10][CH:9]=[CH:8][CH:7]=2)[C:16](=[O:21])[C:17]([F:20])([F:18])[F:19])[CH2:24][CH2:25]1, predict the reactants needed to synthesize it. (7) Given the product [F:32][C:33]1[CH:34]=[C:35]([CH:38]=[CH:39][C:40]=1[F:41])[CH2:36][NH:37][C:23]([C:7]1[C:6]2[C:10](=[CH:11][C:3]([O:2][CH3:1])=[CH:4][CH:5]=2)[N:9]([CH2:12][C:13]2[CH:18]=[CH:17][CH:16]=[CH:15][N:14]=2)[C:8]=1[C:19]([O:21][CH3:22])=[O:20])=[O:25], predict the reactants needed to synthesize it. The reactants are: [CH3:1][O:2][C:3]1[CH:11]=[C:10]2[C:6]([C:7]([C:23]([OH:25])=O)=[C:8]([C:19]([O:21][CH3:22])=[O:20])[N:9]2[CH2:12][C:13]2[CH:18]=[CH:17][CH:16]=[CH:15][N:14]=2)=[CH:5][CH:4]=1.C(Cl)(C(Cl)=O)=O.[F:32][C:33]1[CH:34]=[C:35]([CH:38]=[CH:39][C:40]=1[F:41])[CH2:36][NH2:37].CCN(CC)CC. (8) Given the product [CH2:1]([O:3][C:4](=[O:38])[CH2:5][O:6][C:7]1[CH:12]=[CH:11][C:10]([S:13]([N:16]2[CH2:25][C:24]([CH3:27])([CH3:26])[C:23]3[C:18](=[CH:19][C:20]([OH:28])=[CH:21][CH:22]=3)[CH:17]2[CH3:36])(=[O:15])=[O:14])=[CH:9][C:8]=1[CH3:37])[CH3:2], predict the reactants needed to synthesize it. The reactants are: [CH2:1]([O:3][C:4](=[O:38])[CH2:5][O:6][C:7]1[CH:12]=[CH:11][C:10]([S:13]([N:16]2[CH2:25][C:24]([CH3:27])([CH3:26])[C:23]3[C:18](=[CH:19][C:20]([O:28]CC4C=CC=CC=4)=[CH:21][CH:22]=3)[CH:17]2[CH3:36])(=[O:15])=[O:14])=[CH:9][C:8]=1[CH3:37])[CH3:2].C([O-])=O.[NH4+]. (9) The reactants are: [S:1]1[C:5]([C:6]([Cl:8])=[O:7])=[CH:4][N:3]=[CH:2]1.[NH2:9][C:10]1[C:19]2[C:14](=[CH:15][C:16]([O:22][CH3:23])=[C:17]([O:20][CH3:21])[CH:18]=2)[N:13]=[C:12]([N:24]2[CH2:29][CH2:28][NH:27][CH2:26][CH2:25]2)[N:11]=1. Given the product [ClH:8].[NH2:9][C:10]1[C:19]2[C:14](=[CH:15][C:16]([O:22][CH3:23])=[C:17]([O:20][CH3:21])[CH:18]=2)[N:13]=[C:12]([N:24]2[CH2:29][CH2:28][N:27]([C:6]([C:5]3[S:1][CH:2]=[N:3][CH:4]=3)=[O:7])[CH2:26][CH2:25]2)[N:11]=1, predict the reactants needed to synthesize it. (10) Given the product [NH2:12][C:5]1([C:15]#[N:13])[CH2:6][CH2:7][C:2]([F:1])([CH2:9][OH:10])[CH2:3][CH2:4]1, predict the reactants needed to synthesize it. The reactants are: [F:1][C:2]1([CH2:9][OH:10])[CH2:7][CH2:6][C:5](=O)[CH2:4][CH2:3]1.[OH-].[NH4+:12].[NH4+:13].[Cl-].[C-:15]#N.[Na+].